From a dataset of CYP2D6 substrate classification data from Carbon-Mangels et al.. Regression/Classification. Given a drug SMILES string, predict its absorption, distribution, metabolism, or excretion properties. Task type varies by dataset: regression for continuous measurements (e.g., permeability, clearance, half-life) or binary classification for categorical outcomes (e.g., BBB penetration, CYP inhibition). Dataset: cyp2d6_substrate_carbonmangels. (1) The compound is CCCSc1ccc2nc(NC(=O)OC)[nH]c2c1. The result is 1 (substrate). (2) The compound is CCCCN1CCCC[C@H]1C(=O)Nc1c(C)cccc1C. The result is 1 (substrate). (3) The drug is CCCN(CCC)S(=O)(=O)c1ccc(C(=O)O)cc1. The result is 0 (non-substrate). (4) The compound is Cc1onc(-c2ccccc2)c1-c1ccc(S(N)(=O)=O)cc1. The result is 1 (substrate). (5) The drug is CCN1CCC[C@H]1CNC(=O)c1c(OC)ccc(Br)c1OC. The result is 1 (substrate). (6) The drug is C[C@]12CC[C@H]3[C@H]([C@@H]1[C@@H]1C[C@@H]1[C@@]21CCC(=O)O1)[C@H]1C[C@H]1C1=CC(=O)CC[C@@]13C. The result is 0 (non-substrate).